This data is from Forward reaction prediction with 1.9M reactions from USPTO patents (1976-2016). The task is: Predict the product of the given reaction. (1) Given the reactants [Cl:1][C:2]1[CH:7]=[CH:6][C:5]([C:8](=O)[CH2:9][C:10]2[CH:15]=[CH:14][CH:13]=[CH:12][CH:11]=2)=[CH:4][CH:3]=1.[NH3:17], predict the reaction product. The product is: [Cl:1][C:2]1[CH:7]=[CH:6][C:5]([CH:8]([NH2:17])[CH2:9][C:10]2[CH:15]=[CH:14][CH:13]=[CH:12][CH:11]=2)=[CH:4][CH:3]=1. (2) Given the reactants [Cl:1][C:2]1[CH:21]=[CH:20][C:5]2[N:6]=[C:7]([N:9]3[CH2:14][CH2:13][C:12]([CH2:17][CH2:18]O)([CH2:15][CH3:16])[CH2:11][CH2:10]3)[S:8][C:4]=2[CH:3]=1.S(Cl)([Cl:24])=O, predict the reaction product. The product is: [Cl:1][C:2]1[CH:21]=[CH:20][C:5]2[N:6]=[C:7]([N:9]3[CH2:14][CH2:13][C:12]([CH2:17][CH2:18][Cl:24])([CH2:15][CH3:16])[CH2:11][CH2:10]3)[S:8][C:4]=2[CH:3]=1. (3) Given the reactants [N:1]1[CH:2]=[CH:3][N:4]2[CH2:9][CH2:8][CH2:7][CH:6]([C:10]3[CH:33]=[CH:32][C:13]([O:14][C:15]4[N:19](COCC[Si](C)(C)C)[C:18]5[CH:28]=[CH:29][CH:30]=[CH:31][C:17]=5[N:16]=4)=[CH:12][CH:11]=3)[C:5]=12.[F-].C([N+](CCCC)(CCCC)CCCC)CCC.C1COCC1.C1COCC1, predict the reaction product. The product is: [N:1]1[CH:2]=[CH:3][N:4]2[CH2:9][CH2:8][CH2:7][CH:6]([C:10]3[CH:11]=[CH:12][C:13]([O:14][C:15]4[NH:19][C:18]5[CH:28]=[CH:29][CH:30]=[CH:31][C:17]=5[N:16]=4)=[CH:32][CH:33]=3)[C:5]=12.